From a dataset of Forward reaction prediction with 1.9M reactions from USPTO patents (1976-2016). Predict the product of the given reaction. (1) Given the reactants [CH3:1][C:2]([C:4]1[CH:9]=[CH:8][CH:7]=[C:6](Br)[CH:5]=1)=[O:3].CC(C)([O-])C.[Na+].[C:17]1([CH2:23][N:24]2[CH2:29][CH2:28][NH:27][CH2:26][CH2:25]2)[CH:22]=[CH:21][CH:20]=[CH:19][CH:18]=1, predict the reaction product. The product is: [C:17]1([CH2:23][N:24]2[CH2:25][CH2:26][N:27]([C:6]3[CH:5]=[C:4]([C:2](=[O:3])[CH3:1])[CH:9]=[CH:8][CH:7]=3)[CH2:28][CH2:29]2)[CH:18]=[CH:19][CH:20]=[CH:21][CH:22]=1. (2) Given the reactants [CH2:1]([Mg]Br)[CH3:2].CCOCC.[F:10][C:11]1[CH:22]=[CH:21][C:14]([C:15](N(OC)C)=[O:16])=[CH:13][N:12]=1, predict the reaction product. The product is: [F:10][C:11]1[N:12]=[CH:13][C:14]([C:15](=[O:16])[CH2:1][CH3:2])=[CH:21][CH:22]=1. (3) Given the reactants [N+:1]([C:4]1[NH:8][N:7]=[C:6]([CH2:9][OH:10])[CH:5]=1)([O-:3])=[O:2].[O:11]1[CH:16]=[CH:15][CH2:14][CH2:13][CH2:12]1.F[C:18](F)(F)[C:19]([OH:21])=O.[C:24](=O)([O-])O.[Na+].[C:29](#N)[CH3:30], predict the reaction product. The product is: [N+:1]([C:4]1[N:8]([CH:16]2[CH2:15][CH2:14][CH2:13][CH2:12][O:11]2)[N:7]=[C:6]([CH2:9][O:10][CH:19]2[CH2:18][CH2:30][CH2:29][CH2:24][O:21]2)[CH:5]=1)([O-:3])=[O:2]. (4) Given the reactants [H-].[Al+3].[Li+].[H-].[H-].[H-].[CH3:7][C:8]([C:15]1[CH:20]=[C:19]([F:21])[CH:18]=[CH:17][C:16]=1[O:22][CH3:23])([CH3:14])[CH2:9][C:10](OC)=[O:11], predict the reaction product. The product is: [CH3:14][C:8]([C:15]1[CH:20]=[C:19]([F:21])[CH:18]=[CH:17][C:16]=1[O:22][CH3:23])([CH3:7])[CH2:9][CH2:10][OH:11].